Dataset: Full USPTO retrosynthesis dataset with 1.9M reactions from patents (1976-2016). Task: Predict the reactants needed to synthesize the given product. (1) Given the product [F:40][C:31]([F:30])([F:39])[C:32]1[CH:33]=[C:34]([S:38][CH2:6][C@H:7]2[CH2:8][CH2:9][C@H:10]([NH:13][C:14](=[O:15])[O:16][C:17]([CH3:18])([CH3:19])[CH3:20])[CH2:11][CH2:12]2)[CH:35]=[CH:36][CH:37]=1, predict the reactants needed to synthesize it. The reactants are: CS(O[CH2:6][C@H:7]1[CH2:12][CH2:11][C@H:10]([NH:13][C:14]([O:16][C:17]([CH3:20])([CH3:19])[CH3:18])=[O:15])[CH2:9][CH2:8]1)(=O)=O.CCN(C(C)C)C(C)C.[F:30][C:31]([F:40])([F:39])[C:32]1[CH:33]=[C:34]([SH:38])[CH:35]=[CH:36][CH:37]=1. (2) Given the product [NH2:1][C:2]1[C:9]([OH:10])=[C:8]([F:12])[C:7]([Br:13])=[C:6]([CH3:14])[C:3]=1[C:4]#[N:5], predict the reactants needed to synthesize it. The reactants are: [NH2:1][C:2]1[C:9]([O:10]C)=[C:8]([F:12])[C:7]([Br:13])=[C:6]([CH3:14])[C:3]=1[C:4]#[N:5].B(Br)(Br)Br.O.C(=O)([O-])O.[Na+]. (3) Given the product [CH3:15][C:4]1[CH:3]=[C:2]([O:25][C:22]2[CH:23]=[CH:24][C:19]([N+:16]([O-:18])=[O:17])=[CH:20][CH:21]=2)[C:11]2[CH:10]=[C:9]3[O:12][CH2:13][O:14][C:8]3=[CH:7][C:6]=2[N:5]=1, predict the reactants needed to synthesize it. The reactants are: Cl[C:2]1[C:11]2[CH:10]=[C:9]3[O:12][CH2:13][O:14][C:8]3=[CH:7][C:6]=2[N:5]=[C:4]([CH3:15])[CH:3]=1.[N+:16]([C:19]1[CH:24]=[CH:23][C:22]([OH:25])=[CH:21][CH:20]=1)([O-:18])=[O:17]. (4) Given the product [CH2:1]([O:3][C:4](=[O:28])[CH2:5][C:6]1[CH:7]=[C:8]([C:14]2[CH:19]=[C:18]([C:20]([F:23])([F:21])[F:22])[CH:17]=[CH:16][C:15]=2[CH2:24][N:25]([C:32]([CH:29]2[CH2:31][CH2:30]2)=[O:33])[CH2:26][CH3:27])[C:9]([O:12][CH3:13])=[CH:10][CH:11]=1)[CH3:2], predict the reactants needed to synthesize it. The reactants are: [CH2:1]([O:3][C:4](=[O:28])[CH2:5][C:6]1[CH:7]=[C:8]([C:14]2[CH:19]=[C:18]([C:20]([F:23])([F:22])[F:21])[CH:17]=[CH:16][C:15]=2[CH2:24][NH:25][CH2:26][CH3:27])[C:9]([O:12][CH3:13])=[CH:10][CH:11]=1)[CH3:2].[CH:29]1([C:32](Cl)=[O:33])[CH2:31][CH2:30]1.